Task: Regression. Given a peptide amino acid sequence and an MHC pseudo amino acid sequence, predict their binding affinity value. This is MHC class II binding data.. Dataset: Peptide-MHC class II binding affinity with 134,281 pairs from IEDB (1) The peptide sequence is YAGIRRDGLLLRLVD. The MHC is DRB1_0301 with pseudo-sequence DRB1_0301. The binding affinity (normalized) is 0.851. (2) The peptide sequence is RHYLHTLWKAGILYK. The MHC is DRB1_1101 with pseudo-sequence DRB1_1101. The binding affinity (normalized) is 0.655. (3) The peptide sequence is NFLGPIAVGGLLMML. The MHC is DRB1_0801 with pseudo-sequence DRB1_0801. The binding affinity (normalized) is 0.415.